Dataset: Tyrosyl-DNA phosphodiesterase HTS with 341,365 compounds. Task: Binary Classification. Given a drug SMILES string, predict its activity (active/inactive) in a high-throughput screening assay against a specified biological target. The drug is O=C1NC(=O)NC21CCc1c2cccc1. The result is 0 (inactive).